From a dataset of Reaction yield outcomes from USPTO patents with 853,638 reactions. Predict the reaction yield, written as a fraction of the theoretical maximum amount of product (1.0 means a 100% yield; for example, 0.34 means a 34% yield). (1) The reactants are [NH2:1][C:2]1[CH:3]=[C:4]([CH:21]=[CH:22][CH:23]=1)[O:5][C:6]1[CH:7]=[CH:8][C:9]2[N:10]([CH:12]=[C:13]([NH:15][C:16]([CH:18]3[CH2:20][CH2:19]3)=[O:17])[N:14]=2)[N:11]=1.Cl.[N:25]1[CH:30]=[CH:29][C:28]([C:31](Cl)=[O:32])=[CH:27][CH:26]=1. The catalyst is CN1CCCC1=O. The product is [CH:18]1([C:16]([NH:15][C:13]2[N:14]=[C:9]3[CH:8]=[CH:7][C:6]([O:5][C:4]4[CH:3]=[C:2]([NH:1][C:31](=[O:32])[C:28]5[CH:29]=[CH:30][N:25]=[CH:26][CH:27]=5)[CH:23]=[CH:22][CH:21]=4)=[N:11][N:10]3[CH:12]=2)=[O:17])[CH2:20][CH2:19]1. The yield is 0.780. (2) The reactants are O.[NH2:2][NH2:3].[CH2:4]([O:6][C:7](=[O:22])[C:8](=O)[CH2:9][C:10](=O)[CH2:11][CH2:12][C:13]1[CH:18]=[CH:17][C:16]([Cl:19])=[CH:15][CH:14]=1)[CH3:5]. The catalyst is CCO. The product is [CH2:4]([O:6][C:7]([C:8]1[CH:9]=[C:10]([CH2:11][CH2:12][C:13]2[CH:18]=[CH:17][C:16]([Cl:19])=[CH:15][CH:14]=2)[NH:3][N:2]=1)=[O:22])[CH3:5]. The yield is 0.527. (3) The reactants are [CH3:1][C@H:2]1[C@H:6]([C:7]2[S:8][CH:9]=[CH:10][N:11]=2)[O:5][C:4](=[O:12])[NH:3]1.[H-].[Na+].[Cl:15][C:16]1[CH:21]=[C:20](Cl)[N:19]=[C:18]([N:23]2[CH2:28][CH2:27][O:26][CH2:25][CH2:24]2)[N:17]=1. The catalyst is CN(C=O)C. The product is [Cl:15][C:16]1[N:17]=[C:18]([N:23]2[CH2:28][CH2:27][O:26][CH2:25][CH2:24]2)[N:19]=[C:20]([N:3]2[C@@H:2]([CH3:1])[C@H:6]([C:7]3[S:8][CH:9]=[CH:10][N:11]=3)[O:5][C:4]2=[O:12])[CH:21]=1. The yield is 0.480. (4) The reactants are [CH3:1][C:2]([CH3:28])([CH3:27])[C@H:3]([NH:8][C:9]([C:11]1[N:12]=[C:13]([C:21]2[CH:26]=[CH:25][CH:24]=[CH:23][CH:22]=2)[N:14]2[CH2:19][CH2:18][N:17]([CH3:20])[CH2:16][C:15]=12)=[O:10])[C:4]([O:6]C)=[O:5].N. The catalyst is CO.O. The product is [CH3:1][C:2]([CH3:28])([CH3:27])[C@H:3]([NH:8][C:9]([C:11]1[N:12]=[C:13]([C:21]2[CH:22]=[CH:23][CH:24]=[CH:25][CH:26]=2)[N:14]2[CH2:19][CH2:18][N:17]([CH3:20])[CH2:16][C:15]=12)=[O:10])[C:4]([OH:6])=[O:5]. The yield is 0.430. (5) The product is [CH3:22][O:13][C:11](=[O:12])[C@H:10]([NH2:14])[CH2:9][O:8][CH2:1][C:2]1[CH:7]=[CH:6][CH:5]=[CH:4][CH:3]=1. No catalyst specified. The yield is 1.00. The reactants are [CH2:1]([O:8][CH2:9][C@@H:10]([NH:14]C(OC(C)(C)C)=O)[C:11]([OH:13])=[O:12])[C:2]1[CH:7]=[CH:6][CH:5]=[CH:4][CH:3]=1.[CH3:22]O. (6) The reactants are [CH3:1][O:2][C:3]1[CH:23]=[CH:22][C:6]2[NH:7][C:8]([S:10][CH2:11][C:12]3[C:17]([CH3:18])=[C:16]([O:19][CH3:20])[C:15]([CH3:21])=[CH:14][N:13]=3)=[N:9][C:5]=2[CH:4]=1.CC1C([O:42]CC(F)(F)F)=CC=NC=1CSC1NC2C=CC=CC=2N=1. No catalyst specified. The product is [CH3:21][C:15]1[CH:14]=[N:13][C:12]([CH2:11][S+:10]([O-:42])[C:8]2[NH:7][C:6]3[CH:22]=[CH:23][C:3]([O:2][CH3:1])=[CH:4][C:5]=3[N:9]=2)=[C:17]([CH3:18])[C:16]=1[O:19][CH3:20]. The yield is 0.800. (7) The reactants are [NH2:1][C:2]1[N:7]=[C:6]([C:8]2[NH:12][C:11]([C:13]3[CH:18]=[C:17]([Cl:19])[CH:16]=[CH:15][C:14]=3[CH3:20])=[C:10]([C:21]([O:23][CH2:24][CH3:25])=[O:22])[CH:9]=2)[CH:5]=[CH:4][N:3]=1.[H-].[Na+].Cl[CH2:29][O:30][CH2:31][CH2:32][Si:33]([CH3:36])([CH3:35])[CH3:34].[Na+].[Cl-]. The catalyst is C1COCC1. The product is [NH2:1][C:2]1[N:7]=[C:6]([C:8]2[N:12]([CH2:29][O:30][CH2:31][CH2:32][Si:33]([CH3:36])([CH3:35])[CH3:34])[C:11]([C:13]3[CH:18]=[C:17]([Cl:19])[CH:16]=[CH:15][C:14]=3[CH3:20])=[C:10]([C:21]([O:23][CH2:24][CH3:25])=[O:22])[CH:9]=2)[CH:5]=[CH:4][N:3]=1. The yield is 0.570. (8) The reactants are [C:1]([O:5][C:6]([C@H:8]1[C@H:12]([C:13]2[CH:18]=[CH:17][CH:16]=[C:15]([Cl:19])[C:14]=2[F:20])[C@:11]([C:23]2[CH:28]=[CH:27][C:26]([Cl:29])=[CH:25][C:24]=2[F:30])([C:21]#[N:22])[C@@H:10]([CH3:31])[NH:9]1)=[O:7])([CH3:4])([CH3:3])[CH3:2].[Cl:32][C:33]1[CH:40]=[CH:39][CH:38]=[CH:37][C:34]=1[CH2:35]Br.C(=O)([O-])[O-].[Cs+].[Cs+]. The catalyst is CN(C=O)C. The product is [C:1]([O:5][C:6]([CH:8]1[CH:12]([C:13]2[CH:18]=[CH:17][CH:16]=[C:15]([Cl:19])[C:14]=2[F:20])[C:11]([C:23]2[CH:28]=[CH:27][C:26]([Cl:29])=[CH:25][C:24]=2[F:30])([C:21]#[N:22])[CH:10]([CH3:31])[N:9]1[CH2:35][C:34]1[CH:37]=[CH:38][CH:39]=[CH:40][C:33]=1[Cl:32])=[O:7])([CH3:4])([CH3:2])[CH3:3]. The yield is 0.970.